This data is from Retrosynthesis with 50K atom-mapped reactions and 10 reaction types from USPTO. The task is: Predict the reactants needed to synthesize the given product. (1) Given the product CC1CC(N(Cc2ccccc2)Cc2ccccc2)CCN1CCOS(C)(=O)=O, predict the reactants needed to synthesize it. The reactants are: CC1CC(N(Cc2ccccc2)Cc2ccccc2)CCN1CCO.CS(=O)(=O)Cl. (2) Given the product COC(=O)c1c(OC(=O)c2ccc(NC3=NCCN3)cc2)ccc2cc(C(=N)N)ccc12, predict the reactants needed to synthesize it. The reactants are: COC(=O)c1c(O)ccc2cc(C(=N)N)ccc12.O=C(O)c1ccc(NC2=NCCN2)cc1. (3) Given the product CC(C)Oc1ccc(N2CCC3(CCC(=O)CC3)C2=O)cc1, predict the reactants needed to synthesize it. The reactants are: CC(C)Oc1ccc(N2CCC3(CCC(O)CC3)C2=O)cc1. (4) Given the product CCN(CCc1cc(Br)ccc1OCc1ccccc1)c1ccc(C(=O)O)cn1, predict the reactants needed to synthesize it. The reactants are: CCN(CCc1cc(Br)ccc1OCc1ccccc1)c1ccc(C(=O)OC(C)(C)C)cn1. (5) Given the product Cc1cc(/C(F)=C/c2ccc(SC(F)(F)F)cc2)nn1Cc1cccc(C(=O)N2CCCC2)c1, predict the reactants needed to synthesize it. The reactants are: C1CCNC1.Cc1cc(/C(F)=C/c2ccc(SC(F)(F)F)cc2)nn1Cc1cccc(C(=O)O)c1.